The task is: Predict the product of the given reaction.. This data is from Forward reaction prediction with 1.9M reactions from USPTO patents (1976-2016). Given the reactants [C:1]([NH2:5])(=[O:4])[C:2]#[CH:3].[NH2:6][C:7]1[N:11]([C:12]2[C:17]([Cl:18])=[CH:16][C:15]([C:19]([F:22])([F:21])[F:20])=[CH:14][C:13]=2[Cl:23])[N:10]=[C:9]([C:24]([OH:26])=[O:25])[C:8]=1[S:27][C:28]([F:31])([F:30])[F:29].ClC1C=CC=C(C(OO)=[O:40])C=1.S([O-])([O-])=O.[Na+].[Na+].C(=O)([O-])O.[Na+], predict the reaction product. The product is: [C:1]([NH2:5])(=[O:4])[C:2]#[CH:3].[NH2:6][C:7]1[N:11]([C:12]2[C:13]([Cl:23])=[CH:14][C:15]([C:19]([F:20])([F:21])[F:22])=[CH:16][C:17]=2[Cl:18])[N:10]=[C:9]([C:24]([OH:26])=[O:25])[C:8]=1[S:27]([C:28]([F:31])([F:30])[F:29])=[O:40].